Dataset: TCR-epitope binding with 47,182 pairs between 192 epitopes and 23,139 TCRs. Task: Binary Classification. Given a T-cell receptor sequence (or CDR3 region) and an epitope sequence, predict whether binding occurs between them. (1) The TCR CDR3 sequence is CASSQVETHGEQYF. The epitope is IVDTVSALV. Result: 1 (the TCR binds to the epitope). (2) The epitope is MMISAGFSL. The TCR CDR3 sequence is CASSSTGISSYEQYF. Result: 0 (the TCR does not bind to the epitope). (3) The epitope is NLVPMVATV. The TCR CDR3 sequence is CSARVEFGTSGQLSSYNEQFF. Result: 1 (the TCR binds to the epitope). (4) The epitope is TPINLVRDL. The TCR CDR3 sequence is CASNRDGYEQYF. Result: 0 (the TCR does not bind to the epitope).